This data is from Full USPTO retrosynthesis dataset with 1.9M reactions from patents (1976-2016). The task is: Predict the reactants needed to synthesize the given product. (1) Given the product [C:1]([O:5][C:6]([NH:8][C@H:9]([C:17]([OH:19])=[O:18])[CH2:10][O:11][CH2:12][CH2:13][CH2:14][CH:15]=[CH2:16])=[O:7])([CH3:4])([CH3:2])[CH3:3], predict the reactants needed to synthesize it. The reactants are: [C:1]([O:5][C:6]([NH:8][C@H:9]([C:17]([O:19]C)=[O:18])[CH2:10][O:11][CH2:12][CH2:13][CH2:14][CH:15]=[CH2:16])=[O:7])([CH3:4])([CH3:3])[CH3:2].O.[OH-].[Li+].Cl. (2) Given the product [Br:21][C:22]1[CH:27]=[C:26]([C:11]#[C:10][C:7]2[CH:8]=[CH:9][C:4]([O:3][CH:2]([F:15])[F:1])=[C:5]([CH2:12][CH2:13][F:14])[CH:6]=2)[CH:25]=[CH:24][C:23]=1[F:29], predict the reactants needed to synthesize it. The reactants are: [F:1][CH:2]([F:15])[O:3][C:4]1[CH:9]=[CH:8][C:7]([C:10]#[CH:11])=[CH:6][C:5]=1[CH2:12][CH2:13][F:14].CN(C=O)C.[Br:21][C:22]1[CH:27]=[C:26](I)[CH:25]=[CH:24][C:23]=1[F:29]. (3) Given the product [CH2:4]([N:1]1[CH:17]=[C:16]([CH2:15][CH2:14][CH2:13][CH2:12][C:11]([OH:19])=[O:18])[N:3]=[N:2]1)[C:5]1[CH:10]=[CH:9][CH:8]=[CH:7][CH:6]=1, predict the reactants needed to synthesize it. The reactants are: [N:1]([CH2:4][C:5]1[CH:10]=[CH:9][CH:8]=[CH:7][CH:6]=1)=[N+:2]=[N-:3].[C:11]([OH:19])(=[O:18])[CH2:12][CH2:13][CH2:14][CH2:15][C:16]#[CH:17].O=C1O[C@H]([C@H](CO)O)C([O-])=C1O.[Na+].Cl.[Na+].[Cl-].